The task is: Predict the reaction yield, written as a fraction of the theoretical maximum amount of product (1.0 means a 100% yield; for example, 0.34 means a 34% yield).. This data is from Reaction yield outcomes from USPTO patents with 853,638 reactions. (1) The reactants are [CH:1]1([C:6]2[CH:10]=[C:9]([NH2:11])[N:8]([C:12]3[CH:17]=[CH:16][CH:15]=[CH:14][C:13]=3[CH3:18])[N:7]=2)[CH2:5][CH2:4][CH2:3][CH2:2]1.Br[C:20]1[CH:29]=[CH:28][CH:27]=[CH:26][C:21]=1[C:22]([O:24][CH3:25])=[O:23].C(=O)([O-])[O-].[Cs+].[Cs+].C1C=CC(P(C2C(C3C(P(C4C=CC=CC=4)C4C=CC=CC=4)=CC=C4C=3C=CC=C4)=C3C(C=CC=C3)=CC=2)C2C=CC=CC=2)=CC=1. The product is [CH:1]1([C:6]2[CH:10]=[C:9]([NH:11][C:20]3[CH:29]=[CH:28][CH:27]=[CH:26][C:21]=3[C:22]([O:24][CH3:25])=[O:23])[N:8]([C:12]3[CH:17]=[CH:16][CH:15]=[CH:14][C:13]=3[CH3:18])[N:7]=2)[CH2:2][CH2:3][CH2:4][CH2:5]1. The yield is 0.580. The catalyst is C1(C)C=CC=CC=1.C(OCC)(=O)C.C1C=CC(/C=C/C(/C=C/C2C=CC=CC=2)=O)=CC=1.C1C=CC(/C=C/C(/C=C/C2C=CC=CC=2)=O)=CC=1.C1C=CC(/C=C/C(/C=C/C2C=CC=CC=2)=O)=CC=1.[Pd].[Pd]. (2) The reactants are Cl[C:2]1[O:3][C:4]2[CH:10]=[CH:9][CH:8]=[CH:7][C:5]=2[N:6]=1.C1(P(C2C=CC=CC=2)C2C=CC=CC=2)C=CC=CC=1.[CH2:30]([C:34]1[CH:39]=[CH:38][CH:37]=[CH:36][CH:35]=1)[CH2:31][C:32]#[CH:33]. The catalyst is C(N(CC)CC)C.CN(C=O)C.[Cu]I.Cl[Pd](Cl)([P](C1C=CC=CC=1)(C1C=CC=CC=1)C1C=CC=CC=1)[P](C1C=CC=CC=1)(C1C=CC=CC=1)C1C=CC=CC=1. The product is [C:34]1([CH2:30][CH2:31][C:32]#[C:33][C:2]2[O:3][C:4]3[CH:10]=[CH:9][CH:8]=[CH:7][C:5]=3[N:6]=2)[CH:39]=[CH:38][CH:37]=[CH:36][CH:35]=1. The yield is 0.400. (3) The product is [F:18][C:17]([F:20])([F:19])[C:15]([N:10]1[CH2:11][CH2:12][C:6]2[CH:5]=[C:4]([N+:1]([O-:3])=[O:2])[CH:14]=[CH:13][C:7]=2[CH2:8][CH2:9]1)=[O:16]. The catalyst is C(Cl)Cl. The yield is 0.960. The reactants are [N+:1]([C:4]1[CH:14]=[CH:13][C:7]2[CH2:8][CH2:9][NH:10][CH2:11][CH2:12][C:6]=2[CH:5]=1)([O-:3])=[O:2].[C:15](O[C:15]([C:17]([F:20])([F:19])[F:18])=[O:16])([C:17]([F:20])([F:19])[F:18])=[O:16].O. (4) The reactants are [I:1][C:2]1[CH:7]=[CH:6][C:5]([S:8][CH3:9])=[CH:4][CH:3]=1.COS(OC)(=O)=O.[N+:17]([O-])([OH:19])=[O:18]. The catalyst is S(=O)(=O)(O)O. The product is [I:1][C:2]1[CH:7]=[CH:6][C:5]([S:8][CH3:9])=[CH:4][C:3]=1[N+:17]([O-:19])=[O:18]. The yield is 0.800. (5) The reactants are [C:1]1([N:7]2[C:15]3[C:10](=[N:11][CH:12]=[CH:13][CH:14]=3)[N:9]=[C:8]2[C@@H:16]([NH2:18])[CH3:17])[CH:6]=[CH:5][CH:4]=[CH:3][CH:2]=1.Cl[C:20]1[N:28]=[CH:27][N:26]=[C:25]2[C:21]=1[N:22]=[CH:23][N:24]2C1CCCCO1.CCN(C(C)C)C(C)C. The catalyst is C(O)CCC. The product is [C:1]1([N:7]2[C:15]3[C:10](=[N:11][CH:12]=[CH:13][CH:14]=3)[N:9]=[C:8]2[CH:16]([NH:18][C:20]2[N:28]=[CH:27][N:26]=[C:25]3[C:21]=2[N:22]=[CH:23][NH:24]3)[CH3:17])[CH:2]=[CH:3][CH:4]=[CH:5][CH:6]=1. The yield is 0.360. (6) The reactants are [C:1]([C:3]1[CH:4]=[C:5]2[C:10](=[CH:11][C:12]=1[O:13][C:14]1[CH:22]=[CH:21][C:17]([C:18]([OH:20])=O)=[CH:16][CH:15]=1)[O:9][CH2:8][CH2:7][CH:6]2[C:23]([O:25][CH3:26])=[O:24])#[N:2].[C:27]([CH:31]1[CH2:36][CH2:35][CH:34]([NH2:37])[CH2:33][CH2:32]1)([CH3:30])([CH3:29])[CH3:28]. No catalyst specified. The product is [C:27]([CH:31]1[CH2:32][CH2:33][CH:34]([NH:37][C:18]([C:17]2[CH:16]=[CH:15][C:14]([O:13][C:12]3[CH:11]=[C:10]4[C:5]([CH:6]([C:23]([O:25][CH3:26])=[O:24])[CH2:7][CH2:8][O:9]4)=[CH:4][C:3]=3[C:1]#[N:2])=[CH:22][CH:21]=2)=[O:20])[CH2:35][CH2:36]1)([CH3:30])([CH3:28])[CH3:29]. The yield is 0.970. (7) The reactants are [CH3:1][O-:2].[Na+].Cl[CH2:5][CH2:6][CH2:7][N:8]1[C:12]([CH3:13])=[C:11]([C:14]([O:16][CH2:17]C)=[O:15])[C:10]([C:19]2[CH:24]=[CH:23][CH:22]=[CH:21][CH:20]=2)=[C:9]1[C:25]([O:27][CH2:28]C)=[O:26]. The catalyst is CO. The product is [CH3:1][O:2][CH2:5][CH2:6][CH2:7][N:8]1[C:12]([CH3:13])=[C:11]([C:14]([O:16][CH3:17])=[O:15])[C:10]([C:19]2[CH:20]=[CH:21][CH:22]=[CH:23][CH:24]=2)=[C:9]1[C:25]([O:27][CH3:28])=[O:26]. The yield is 0.330. (8) The reactants are Cl[C:2]1[C:3]([C:27]2[CH:32]=[CH:31][C:30](Cl)=[CH:29][CH:28]=2)=[C:4]([C:20]2[CH:25]=[CH:24][C:23]([Cl:26])=[CH:22][CH:21]=2)[C:5]2[N:6]([C:8](=[O:19])[N:9]([CH2:11][O:12][CH2:13][CH2:14][Si:15]([CH3:18])([CH3:17])[CH3:16])[N:10]=2)[N:7]=1.C[Si]([O:38][Si](C)(C)C)(C)C.[K].[ClH:44]. The catalyst is C1COCC1. The product is [Cl:44][C:30]1[CH:29]=[CH:28][C:27]([C:3]2[C:2](=[O:38])[NH:7][N:6]3[C:8](=[O:19])[N:9]([CH2:11][O:12][CH2:13][CH2:14][Si:15]([CH3:16])([CH3:17])[CH3:18])[N:10]=[C:5]3[C:4]=2[C:20]2[CH:21]=[CH:22][C:23]([Cl:26])=[CH:24][CH:25]=2)=[CH:32][CH:31]=1. The yield is 0.560.